This data is from Forward reaction prediction with 1.9M reactions from USPTO patents (1976-2016). The task is: Predict the product of the given reaction. (1) Given the reactants [NH2:1][C:2]1[CH:10]=[C:9]([C:11]2[C:16]([C:17]([F:20])([F:19])[F:18])=[CH:15][CH:14]=[CH:13][N:12]=2)[CH:8]=[CH:7][C:3]=1[C:4]([NH2:6])=[O:5].N1C=CC=CC=1.[C:27](Cl)(=[O:29])[CH3:28], predict the reaction product. The product is: [C:27]([NH:1][C:2]1[CH:10]=[C:9]([C:11]2[C:16]([C:17]([F:20])([F:18])[F:19])=[CH:15][CH:14]=[CH:13][N:12]=2)[CH:8]=[CH:7][C:3]=1[C:4]([NH2:6])=[O:5])(=[O:29])[CH3:28]. (2) Given the reactants [Br:1][C:2]1[CH:3]=[C:4]([C:9]2([C:17]3[CH:22]=[CH:21][C:20]([OH:23])=[CH:19][CH:18]=3)[NH:13][C:12](=[S:14])[N:11]([CH3:15])[C:10]2=[O:16])[CH:5]=[CH:6][C:7]=1[F:8].[CH2:24]([S:27](Cl)(=[O:29])=[O:28])[CH2:25][CH3:26], predict the reaction product. The product is: [CH2:24]([S:27]([O:23][C:20]1[CH:21]=[CH:22][C:17]([C:9]2([C:4]3[CH:5]=[CH:6][C:7]([F:8])=[C:2]([Br:1])[CH:3]=3)[C:10](=[O:16])[N:11]([CH3:15])[C:12](=[S:14])[NH:13]2)=[CH:18][CH:19]=1)(=[O:29])=[O:28])[CH2:25][CH3:26]. (3) Given the reactants [OH:1][C:2]1[CH:3]=[C:4]2[C:8](=[CH:9][CH:10]=1)[N:7]1[CH2:11][CH2:12][CH2:13][CH:14]([CH2:15][C:16]([O:18][CH2:19][CH3:20])=[O:17])[C:6]1=[CH:5]2.C(=O)([O-])[O-].[Cs+].[Cs+].Cl[CH2:28][C:29]1[CH:30]=[C:31]([CH:34]=[C:35]([O:37][C:38]([F:41])([F:40])[F:39])[CH:36]=1)[C:32]#[N:33], predict the reaction product. The product is: [C:32]([C:31]1[CH:30]=[C:29]([CH:36]=[C:35]([O:37][C:38]([F:39])([F:41])[F:40])[CH:34]=1)[CH2:28][O:1][C:2]1[CH:3]=[C:4]2[C:8](=[CH:9][CH:10]=1)[N:7]1[CH2:11][CH2:12][CH2:13][CH:14]([CH2:15][C:16]([O:18][CH2:19][CH3:20])=[O:17])[C:6]1=[CH:5]2)#[N:33]. (4) Given the reactants CC1C=CC(S([O:11][CH2:12][CH2:13][NH:14][C:15]2[C:16](=[O:32])[N:17]([C:28]([CH3:31])([CH3:30])[CH3:29])[S:18](=[O:27])(=[O:26])[C:19]=2[C:20]2[CH:25]=[CH:24][CH:23]=[CH:22][CH:21]=2)(=O)=O)=CC=1.[CH3:33][S:34]([O:37][C:38]1[CH:43]=[CH:42][C:41](O)=[CH:40][CH:39]=1)(=[O:36])=[O:35].C(=O)([O-])[O-].[K+].[K+], predict the reaction product. The product is: [CH3:33][S:34]([O:37][C:38]1[CH:39]=[CH:40][C:41]([O:11][CH2:12][CH2:13][NH:14][C:15]2[C:16](=[O:32])[N:17]([C:28]([CH3:29])([CH3:30])[CH3:31])[S:18](=[O:27])(=[O:26])[C:19]=2[C:20]2[CH:25]=[CH:24][CH:23]=[CH:22][CH:21]=2)=[CH:42][CH:43]=1)(=[O:36])=[O:35]. (5) Given the reactants [Br:1][C:2]1[CH:3]=[C:4]2[C:9](=[CH:10][CH:11]=1)[C:8](=[O:12])O[CH:6]=[C:5]2[C:13]([O:15][CH3:16])=[O:14].[CH2:17]([NH2:24])[C:18]1[CH:23]=[CH:22][CH:21]=[CH:20][CH:19]=1, predict the reaction product. The product is: [CH2:17]([N:24]1[CH:6]=[C:5]([C:13]([O:15][CH3:16])=[O:14])[C:4]2[C:9](=[CH:10][CH:11]=[C:2]([Br:1])[CH:3]=2)[C:8]1=[O:12])[C:18]1[CH:23]=[CH:22][CH:21]=[CH:20][CH:19]=1. (6) Given the reactants P([O-])([O-])([O-])=O.[K+].[K+].[K+].[O:9]1[CH2:14][CH2:13][N:12]([C:15]2[CH:20]=[CH:19][C:18](B(O)O)=[CH:17][CH:16]=2)[CH2:11][CH2:10]1.Cl[C:25]1[N:30]=[C:29]([CH:31]([CH3:48])[C:32]([NH:34][C:35]2[CH:40]=[CH:39][C:38]([C:41]3[CH:46]=[CH:45][N:44]=[C:43]([CH3:47])[CH:42]=3)=[CH:37][CH:36]=2)=[O:33])[CH:28]=[CH:27][CH:26]=1, predict the reaction product. The product is: [CH3:47][C:43]1[CH:42]=[C:41]([C:38]2[CH:37]=[CH:36][C:35]([NH:34][C:32](=[O:33])[CH:31]([C:29]3[CH:28]=[CH:27][CH:26]=[C:25]([C:18]4[CH:19]=[CH:20][C:15]([N:12]5[CH2:13][CH2:14][O:9][CH2:10][CH2:11]5)=[CH:16][CH:17]=4)[N:30]=3)[CH3:48])=[CH:40][CH:39]=2)[CH:46]=[CH:45][N:44]=1. (7) Given the reactants [CH2:1]([C@:8]([NH:38][C:39](=[O:45])[O:40][C:41]([CH3:44])([CH3:43])[CH3:42])([CH3:37])[C:9]([NH:11][NH:12][C:13](=[O:36])[C:14]1[CH:19]=[C:18]([N:20]([CH3:25])[S:21]([CH3:24])(=[O:23])=[O:22])[N:17]=[C:16]([N:26]([CH2:32][CH2:33][O:34][CH3:35])[CH2:27][CH:28]2[CH2:30][CH:29]2[CH3:31])[CH:15]=1)=O)[C:2]1[CH:7]=[CH:6][CH:5]=[CH:4][CH:3]=1.C1(P(C2C=CC=CC=2)C2C=CC=CC=2)C=CC=CC=1.N1C=CN=C1.C(Br)(Br)(Br)Br, predict the reaction product. The product is: [CH3:35][O:34][CH2:33][CH2:32][N:26]([CH2:27][C@@H:28]1[CH2:30][C@H:29]1[CH3:31])[C:16]1[CH:15]=[C:14]([C:13]2[O:36][C:9]([C@@:8]([NH:38][C:39](=[O:45])[O:40][C:41]([CH3:42])([CH3:44])[CH3:43])([CH3:37])[CH2:1][C:2]3[CH:7]=[CH:6][CH:5]=[CH:4][CH:3]=3)=[N:11][N:12]=2)[CH:19]=[C:18]([N:20]([CH3:25])[S:21]([CH3:24])(=[O:23])=[O:22])[N:17]=1. (8) Given the reactants [NH2:1][C@@H:2]1[C:32](=[O:33])[N:4]2[C:5]([C:16]([O:18][CH:19]([C:26]3[CH:31]=[CH:30][CH:29]=[CH:28][CH:27]=3)[C:20]3[CH:25]=[CH:24][CH:23]=[CH:22][CH:21]=3)=[O:17])=[C:6]([S:9][CH2:10][C:11]3[CH:12]=[N:13][NH:14][CH:15]=3)[CH2:7][S:8][C@H:3]12.C[Si](C)(C)NC(N[Si](C)(C)C)=O.Cl.[NH2:47][C:48]1[S:49][CH:50]=[C:51](/[C:53](=[N:57]/[O:58][C:59](=[O:61])[CH3:60])/[C:54](Cl)=[O:55])[N:52]=1.C(=O)(O)[O-].[Na+], predict the reaction product. The product is: [NH2:47][C:48]1[S:49][CH:50]=[C:51](/[C:53](=[N:57]/[O:58][C:59](=[O:61])[CH3:60])/[C:54]([NH:1][C@@H:2]2[C:32](=[O:33])[N:4]3[C:5]([C:16]([O:18][CH:19]([C:20]4[CH:25]=[CH:24][CH:23]=[CH:22][CH:21]=4)[C:26]4[CH:31]=[CH:30][CH:29]=[CH:28][CH:27]=4)=[O:17])=[C:6]([S:9][CH2:10][C:11]4[CH:15]=[N:14][NH:13][CH:12]=4)[CH2:7][S:8][C@H:3]23)=[O:55])[N:52]=1. (9) Given the reactants C(NN)(=O)C1C=CC=CC=1.[C:11]1([CH2:17][C:18]([NH:20][NH2:21])=[O:19])[CH:16]=[CH:15][CH:14]=[CH:13][CH:12]=1.[C:22]([NH:30][C:31]1[CH:32]=[C:33]([CH:37]=[CH:38][N:39]=1)[C:34](O)=[O:35])(=[O:29])[C:23]1[CH:28]=[CH:27][CH:26]=[CH:25][CH:24]=1, predict the reaction product. The product is: [C:11]1([CH2:17][C:18]([NH:20][NH:21][C:34]([C:33]2[CH:37]=[CH:38][N:39]=[C:31]([NH:30][C:22](=[O:29])[C:23]3[CH:24]=[CH:25][CH:26]=[CH:27][CH:28]=3)[CH:32]=2)=[O:35])=[O:19])[CH:16]=[CH:15][CH:14]=[CH:13][CH:12]=1.